This data is from NCI-60 drug combinations with 297,098 pairs across 59 cell lines. The task is: Regression. Given two drug SMILES strings and cell line genomic features, predict the synergy score measuring deviation from expected non-interaction effect. (1) Drug 1: C1=CC(=C2C(=C1NCCNCCO)C(=O)C3=C(C=CC(=C3C2=O)O)O)NCCNCCO. Drug 2: CC1=C2C(C(=O)C3(C(CC4C(C3C(C(C2(C)C)(CC1OC(=O)C(C(C5=CC=CC=C5)NC(=O)OC(C)(C)C)O)O)OC(=O)C6=CC=CC=C6)(CO4)OC(=O)C)O)C)O. Cell line: HS 578T. Synergy scores: CSS=35.6, Synergy_ZIP=-7.48, Synergy_Bliss=-10.7, Synergy_Loewe=-10.2, Synergy_HSA=-6.76. (2) Drug 1: C1CCC(CC1)NC(=O)N(CCCl)N=O. Drug 2: CCC1(CC2CC(C3=C(CCN(C2)C1)C4=CC=CC=C4N3)(C5=C(C=C6C(=C5)C78CCN9C7C(C=CC9)(C(C(C8N6C=O)(C(=O)OC)O)OC(=O)C)CC)OC)C(=O)OC)O.OS(=O)(=O)O. Cell line: RPMI-8226. Synergy scores: CSS=78.1, Synergy_ZIP=7.68, Synergy_Bliss=9.82, Synergy_Loewe=-19.1, Synergy_HSA=5.48. (3) Drug 1: C1C(C(OC1N2C=NC3=C(N=C(N=C32)Cl)N)CO)O. Drug 2: CCCCC(=O)OCC(=O)C1(CC(C2=C(C1)C(=C3C(=C2O)C(=O)C4=C(C3=O)C=CC=C4OC)O)OC5CC(C(C(O5)C)O)NC(=O)C(F)(F)F)O. Cell line: CCRF-CEM. Synergy scores: CSS=62.1, Synergy_ZIP=-0.560, Synergy_Bliss=0.0120, Synergy_Loewe=-5.02, Synergy_HSA=1.21. (4) Drug 1: CC1=CC=C(C=C1)C2=CC(=NN2C3=CC=C(C=C3)S(=O)(=O)N)C(F)(F)F. Drug 2: CCC(=C(C1=CC=CC=C1)C2=CC=C(C=C2)OCCN(C)C)C3=CC=CC=C3.C(C(=O)O)C(CC(=O)O)(C(=O)O)O. Cell line: MDA-MB-231. Synergy scores: CSS=8.36, Synergy_ZIP=-0.278, Synergy_Bliss=10.1, Synergy_Loewe=2.65, Synergy_HSA=5.46. (5) Drug 1: CC1CCC2CC(C(=CC=CC=CC(CC(C(=O)C(C(C(=CC(C(=O)CC(OC(=O)C3CCCCN3C(=O)C(=O)C1(O2)O)C(C)CC4CCC(C(C4)OC)OCCO)C)C)O)OC)C)C)C)OC. Drug 2: C1C(C(OC1N2C=NC3=C2NC=NCC3O)CO)O. Cell line: MOLT-4. Synergy scores: CSS=31.7, Synergy_ZIP=-7.71, Synergy_Bliss=-3.39, Synergy_Loewe=-7.13, Synergy_HSA=0.941. (6) Drug 1: C1=CC(=CC=C1CCC2=CNC3=C2C(=O)NC(=N3)N)C(=O)NC(CCC(=O)O)C(=O)O. Drug 2: C1=C(C(=O)NC(=O)N1)N(CCCl)CCCl. Cell line: OVCAR-8. Synergy scores: CSS=29.9, Synergy_ZIP=-4.68, Synergy_Bliss=-5.15, Synergy_Loewe=-2.67, Synergy_HSA=1.61.